Task: Predict the reaction yield, written as a fraction of the theoretical maximum amount of product (1.0 means a 100% yield; for example, 0.34 means a 34% yield).. Dataset: Reaction yield outcomes from USPTO patents with 853,638 reactions (1) The reactants are [C:1]([NH:4][C:5]1[CH:9]=[CH:8][NH:7][C:6]=1[C:10]([O:12][CH2:13][CH3:14])=[O:11])(=[O:3])[CH3:2].[Cl:15]N1C(=O)CCC1=O.O. The catalyst is C(Cl)(Cl)Cl. The product is [C:1]([NH:4][C:5]1[CH:9]=[C:8]([Cl:15])[NH:7][C:6]=1[C:10]([O:12][CH2:13][CH3:14])=[O:11])(=[O:3])[CH3:2]. The yield is 0.493. (2) The reactants are C(OC(C)C)(C)C.P(OP(O)(O)=O)(O)(O)=O.[CH:17]1([C:20](=O)[CH2:21][C:22]#[N:23])[CH2:19][CH2:18]1.[NH2:25][C:26]1[CH:40]=[CH:39][CH:38]=[CH:37][C:27]=1[C:28]([C:30]1[CH:35]=[CH:34][C:33]([F:36])=[CH:32][CH:31]=1)=O. The product is [CH:17]1([C:20]2[C:21]([C:22]#[N:23])=[C:28]([C:30]3[CH:35]=[CH:34][C:33]([F:36])=[CH:32][CH:31]=3)[C:27]3[C:26](=[CH:40][CH:39]=[CH:38][CH:37]=3)[N:25]=2)[CH2:19][CH2:18]1. The yield is 0.910. No catalyst specified. (3) The reactants are Cl[C:2]1[C:7]([N+:8]([O-:10])=[O:9])=[CH:6][CH:5]=[C:4]([Cl:11])[N:3]=1.CCN(C(C)C)C(C)C.[CH:21]([O:24][C:25]1[NH:29][N:28]=[C:27]([NH2:30])[CH:26]=1)([CH3:23])[CH3:22]. The product is [Cl:11][C:4]1[N:3]=[C:2]([NH:30][C:27]2[CH:26]=[C:25]([O:24][CH:21]([CH3:23])[CH3:22])[NH:29][N:28]=2)[C:7]([N+:8]([O-:10])=[O:9])=[CH:6][CH:5]=1. The yield is 0.590. The catalyst is C1COCC1. (4) The reactants are [CH3:1][O:2][C:3](=[O:12])[C:4]1[CH:9]=[CH:8][C:7](Cl)=[N:6][C:5]=1[NH2:11].C([Sn](CCCC)(CCCC)[CH2:18][O:19][CH3:20])CCC.CN1CCCC1=O.[F-].[K+]. The catalyst is C1C=CC([P]([Pd]([P](C2C=CC=CC=2)(C2C=CC=CC=2)C2C=CC=CC=2)([P](C2C=CC=CC=2)(C2C=CC=CC=2)C2C=CC=CC=2)[P](C2C=CC=CC=2)(C2C=CC=CC=2)C2C=CC=CC=2)(C2C=CC=CC=2)C2C=CC=CC=2)=CC=1.C(OCC)(=O)C. The product is [CH3:1][O:2][C:3](=[O:12])[C:4]1[CH:9]=[CH:8][C:7]([CH2:18][O:19][CH3:20])=[N:6][C:5]=1[NH2:11]. The yield is 0.630. (5) The reactants are [OH:1][C:2]1[CH:7]=[CH:6][C:5]([C:8]2[C:9](=[O:19])[O:10][CH2:11][C:12]=2[C:13]2[CH:18]=[CH:17][N:16]=[CH:15][CH:14]=2)=[CH:4][CH:3]=1.C([O-])([O-])=O.[K+].[K+].Cl[CH2:27][C:28]1[CH:37]=[CH:36][C:35]2[C:30](=[CH:31][CH:32]=[CH:33][CH:34]=2)[N:29]=1. The catalyst is CN(C=O)C. The product is [N:16]1[CH:17]=[CH:18][C:13]([C:12]2[CH2:11][O:10][C:9](=[O:19])[C:8]=2[C:5]2[CH:4]=[CH:3][C:2]([O:1][CH2:27][C:28]3[CH:37]=[CH:36][C:35]4[C:30](=[CH:31][CH:32]=[CH:33][CH:34]=4)[N:29]=3)=[CH:7][CH:6]=2)=[CH:14][CH:15]=1. The yield is 0.190. (6) The catalyst is C1COCC1. The yield is 0.300. The reactants are [Li+].CC([N-]C(C)C)C.[C:9]([O:13][C:14]([N:16]1[CH2:21][CH2:20][CH2:19][C:18](=[O:22])[CH2:17]1)=[O:15])([CH3:12])([CH3:11])[CH3:10].C1C=CC(N([S:30]([C:33]([F:36])([F:35])[F:34])(=[O:32])=[O:31])[S:30]([C:33]([F:36])([F:35])[F:34])(=[O:32])=[O:31])=CC=1. The product is [C:9]([O:13][C:14]([N:16]1[CH2:17][C:18]([O:22][S:30]([C:33]([F:36])([F:35])[F:34])(=[O:32])=[O:31])=[CH:19][CH2:20][CH2:21]1)=[O:15])([CH3:12])([CH3:10])[CH3:11]. (7) The reactants are CC1C=CC(S(O[CH2:12][C@@H:13]2[CH2:17][O:16][C:15]([CH3:19])([CH3:18])[O:14]2)(=O)=O)=CC=1.[C:20]([C:24]1[NH:25][C:26]2[C:31]([CH:32]=1)=[CH:30][C:29]([N+:33]([O-:35])=[O:34])=[CH:28][CH:27]=2)([CH3:23])([CH3:22])[CH3:21].C([O-])([O-])=O.[Cs+].[Cs+]. The catalyst is CN(C=O)C. The product is [C:20]([C:24]1[N:25]([CH2:12][C@@H:13]2[CH2:17][O:16][C:15]([CH3:18])([CH3:19])[O:14]2)[C:26]2[C:31]([CH:32]=1)=[CH:30][C:29]([N+:33]([O-:35])=[O:34])=[CH:28][CH:27]=2)([CH3:23])([CH3:21])[CH3:22]. The yield is 0.660.